From a dataset of Drug-target binding data from BindingDB using Kd measurements. Regression. Given a target protein amino acid sequence and a drug SMILES string, predict the binding affinity score between them. We predict pKd (pKd = -log10(Kd in M); higher means stronger binding). Dataset: bindingdb_kd. The small molecule is Cc1nc[nH]c1CN1CCc2ccccc2C1. The target protein (P15379) has sequence MDKFWWHTAWGLCLLQLSLAHQQIDLNVTCRYAGVFHVEKNGRYSISRTEAADLCQAFNSTLPTMDQMKLALSKGFETCRYGFIEGNVVIPRIHPNAICAANHTGVYILVTSNTSHYDTYCFNASAPPEEDCTSVTDLPNSFDGPVTITIVNRDGTRYSKKGEYRTHQEDIDASNIIDDDVSSGSTIEKSTPEGYILHTYLPTEQPTGDQDDSFFIRSTLATIASTVHSKSHAAAQKQNNWIWSWFGNSQSTTQTQEPTTSATTALMTTPETPPKRQEAQNWFSWLFQPSESKSHLHTTTKMPGTESNTNPTGWEPNEENEDETDTYPSFSGSGIDDDEDFISSTIATTPRVSARTEDNQDWTQWKPNHSNPEVLLQTTTRMADIDRISTSAHGENWTPEPQPPFNNHEYQDEEETPHATSTTPNSTAEAAATQQETWFQNGWQGKNPPTPSEDSHVTEGTTASAHNNHPSQRITTQSQEDVSWTDFFDPISHPMGQGHQ.... The pKd is 2.3.